This data is from Reaction yield outcomes from USPTO patents with 853,638 reactions. The task is: Predict the reaction yield, written as a fraction of the theoretical maximum amount of product (1.0 means a 100% yield; for example, 0.34 means a 34% yield). (1) The reactants are [C:1]([C:3]1[C:25]([N+:26]([O-])=O)=[CH:24][CH:23]=[CH:22][C:4]=1[O:5][CH2:6][C:7]([CH3:21])([CH3:20])[C:8]([NH:10][CH2:11][C:12]1[CH:17]=[CH:16][C:15]([O:18][CH3:19])=[CH:14][CH:13]=1)=[O:9])#[N:2].O.O.Cl[Sn]Cl.[OH-].[Na+]. The catalyst is COCCOCCOC.Cl. The product is [NH2:26][C:25]1[C:3]([C:1]#[N:2])=[C:4]([CH:22]=[CH:23][CH:24]=1)[O:5][CH2:6][C:7]([CH3:21])([CH3:20])[C:8]([NH:10][CH2:11][C:12]1[CH:17]=[CH:16][C:15]([O:18][CH3:19])=[CH:14][CH:13]=1)=[O:9]. The yield is 0.860. (2) The reactants are [CH2:1]([C:4]1[S:28][C:7]2[N:8]=[C:9]([C:25]([OH:27])=O)[N:10]=[C:11]([N:12]3[CH2:17][CH2:16][N:15]4[C:18]([C:21]([F:24])([F:23])[F:22])=[N:19][N:20]=[C:14]4[CH2:13]3)[C:6]=2[CH:5]=1)[CH2:2][CH3:3].[Cl-].[NH4+].C(Cl)CCl.C1C=CC2N(O)N=[N:41]C=2C=1.C(N(C(C)C)CC)(C)C. The catalyst is CN(C)C=O. The product is [CH2:1]([C:4]1[S:28][C:7]2[N:8]=[C:9]([C:25]([NH2:41])=[O:27])[N:10]=[C:11]([N:12]3[CH2:17][CH2:16][N:15]4[C:18]([C:21]([F:22])([F:23])[F:24])=[N:19][N:20]=[C:14]4[CH2:13]3)[C:6]=2[CH:5]=1)[CH2:2][CH3:3]. The yield is 0.620.